This data is from Forward reaction prediction with 1.9M reactions from USPTO patents (1976-2016). The task is: Predict the product of the given reaction. (1) Given the reactants C(OC([N:8]1[CH2:13][CH2:12][CH:11]([O:14][C:15]2[CH:20]=[CH:19][C:18]([Br:21])=[CH:17][N:16]=2)[CH2:10][CH2:9]1)=O)(C)(C)C.[F:22][C:23]([F:28])([F:27])[C:24]([OH:26])=[O:25], predict the reaction product. The product is: [F:22][C:23]([F:28])([F:27])[C:24]([OH:26])=[O:25].[Br:21][C:18]1[CH:19]=[CH:20][C:15]([O:14][CH:11]2[CH2:12][CH2:13][NH:8][CH2:9][CH2:10]2)=[N:16][CH:17]=1. (2) Given the reactants [F:1][CH:2]([F:19])[C:3]1[CH:8]=[CH:7][C:6]([C@@H:9]([NH:11][S@@](C(C)(C)C)=O)[CH3:10])=[C:5]([F:18])[CH:4]=1.Cl.C(OCC)C, predict the reaction product. The product is: [F:19][CH:2]([F:1])[C:3]1[CH:8]=[CH:7][C:6]([C@@H:9]([NH2:11])[CH3:10])=[C:5]([F:18])[CH:4]=1. (3) Given the reactants [C:1]([C:5]1[CH:10]=[CH:9][C:8]([C:11]2[CH:16]=[CH:15][C:14]([OH:17])=[CH:13][CH:12]=2)=[CH:7][CH:6]=1)([CH3:4])([CH3:3])[CH3:2].C[O:19][C:20](=[O:41])[CH2:21][CH2:22][NH:23][C:24](=[O:40])[C:25]1[CH:30]=[CH:29][C:28]([CH:31]([CH2:38]O)[CH2:32][CH2:33][CH2:34][CH2:35][CH2:36][CH3:37])=[CH:27][CH:26]=1, predict the reaction product. The product is: [C:1]([C:5]1[CH:10]=[CH:9][C:8]([C:11]2[CH:12]=[CH:13][C:14]([O:17][CH2:38][CH:31]([C:28]3[CH:27]=[CH:26][C:25]([C:24]([NH:23][CH2:22][CH2:21][C:20]([OH:41])=[O:19])=[O:40])=[CH:30][CH:29]=3)[CH2:32][CH2:33][CH2:34][CH2:35][CH2:36][CH3:37])=[CH:15][CH:16]=2)=[CH:7][CH:6]=1)([CH3:4])([CH3:2])[CH3:3]. (4) The product is: [C:1]1([C:7]2[O:11][N:10]=[C:9]([C:12]([NH:14][CH2:15][CH2:16][C:17]([OH:19])=[O:18])=[O:13])[CH:8]=2)[CH:2]=[CH:3][CH:4]=[CH:5][CH:6]=1. Given the reactants [C:1]1([C:7]2[O:11][N:10]=[C:9]([C:12]([NH:14][CH2:15][CH2:16][C:17]([O:19]C)=[O:18])=[O:13])[CH:8]=2)[CH:6]=[CH:5][CH:4]=[CH:3][CH:2]=1.[OH-].[Li+], predict the reaction product. (5) Given the reactants [OH-].[Na+].CO.[CH:5]1([C:8]2[CH:13]=[C:12]([CH2:14][N:15]3[CH2:20][CH2:19][CH:18]([N:21]4[CH2:30][CH2:29][C:28]5[N:27]=[C:26]([CH2:31][CH2:32][CH3:33])[C:25]([C:34]([O:36]C)=[O:35])=[CH:24][C:23]=5[C:22]4=[O:38])[CH2:17][CH2:16]3)[CH:11]=[C:10]([O:39][CH2:40][CH2:41][CH3:42])[C:9]=2[C:43]2[CH:48]=[CH:47][C:46]([F:49])=[CH:45][CH:44]=2)[CH2:7][CH2:6]1.Cl, predict the reaction product. The product is: [CH:5]1([C:8]2[CH:13]=[C:12]([CH2:14][N:15]3[CH2:20][CH2:19][CH:18]([N:21]4[CH2:30][CH2:29][C:28]5[N:27]=[C:26]([CH2:31][CH2:32][CH3:33])[C:25]([C:34]([OH:36])=[O:35])=[CH:24][C:23]=5[C:22]4=[O:38])[CH2:17][CH2:16]3)[CH:11]=[C:10]([O:39][CH2:40][CH2:41][CH3:42])[C:9]=2[C:43]2[CH:44]=[CH:45][C:46]([F:49])=[CH:47][CH:48]=2)[CH2:6][CH2:7]1. (6) Given the reactants C([Cl:4])(=O)C.C(OC([N:12]1[CH2:17][CH2:16][C@@H:15]([NH:18][C:19]([C:21]2[S:37][C:24]3[N:25]=[CH:26][N:27]=[C:28]([NH:29][C:30]4[CH:35]=[CH:34][C:33]([F:36])=[CH:32][CH:31]=4)[C:23]=3[CH:22]=2)=[O:20])[C@H:14]([OH:38])[CH2:13]1)=O)(C)(C)C, predict the reaction product. The product is: [ClH:4].[OH:38][C@H:14]1[C@H:15]([NH:18][C:19]([C:21]2[S:37][C:24]3[N:25]=[CH:26][N:27]=[C:28]([NH:29][C:30]4[CH:35]=[CH:34][C:33]([F:36])=[CH:32][CH:31]=4)[C:23]=3[CH:22]=2)=[O:20])[CH2:16][CH2:17][NH:12][CH2:13]1.